From a dataset of NCI-60 drug combinations with 297,098 pairs across 59 cell lines. Regression. Given two drug SMILES strings and cell line genomic features, predict the synergy score measuring deviation from expected non-interaction effect. (1) Drug 1: CS(=O)(=O)C1=CC(=C(C=C1)C(=O)NC2=CC(=C(C=C2)Cl)C3=CC=CC=N3)Cl. Drug 2: CC1CCC2CC(C(=CC=CC=CC(CC(C(=O)C(C(C(=CC(C(=O)CC(OC(=O)C3CCCCN3C(=O)C(=O)C1(O2)O)C(C)CC4CCC(C(C4)OC)OCCO)C)C)O)OC)C)C)C)OC. Cell line: MCF7. Synergy scores: CSS=19.5, Synergy_ZIP=-3.57, Synergy_Bliss=1.53, Synergy_Loewe=-4.87, Synergy_HSA=2.98. (2) Drug 2: C1=NNC2=C1C(=O)NC=N2. Cell line: HCC-2998. Drug 1: CC1C(C(CC(O1)OC2CC(CC3=C2C(=C4C(=C3O)C(=O)C5=C(C4=O)C(=CC=C5)OC)O)(C(=O)C)O)N)O.Cl. Synergy scores: CSS=9.82, Synergy_ZIP=-3.75, Synergy_Bliss=3.83, Synergy_Loewe=-3.19, Synergy_HSA=1.76. (3) Drug 1: CC1=C(C=C(C=C1)NC2=NC=CC(=N2)N(C)C3=CC4=NN(C(=C4C=C3)C)C)S(=O)(=O)N.Cl. Drug 2: COC1=NC(=NC2=C1N=CN2C3C(C(C(O3)CO)O)O)N. Cell line: NCI-H460. Synergy scores: CSS=2.30, Synergy_ZIP=3.73, Synergy_Bliss=1.44, Synergy_Loewe=3.15, Synergy_HSA=-1.82. (4) Drug 1: CC12CCC3C(C1CCC2O)C(CC4=C3C=CC(=C4)O)CCCCCCCCCS(=O)CCCC(C(F)(F)F)(F)F. Drug 2: CN(C(=O)NC(C=O)C(C(C(CO)O)O)O)N=O. Cell line: ACHN. Synergy scores: CSS=-1.82, Synergy_ZIP=1.29, Synergy_Bliss=-0.993, Synergy_Loewe=-2.99, Synergy_HSA=-3.50.